This data is from Full USPTO retrosynthesis dataset with 1.9M reactions from patents (1976-2016). The task is: Predict the reactants needed to synthesize the given product. Given the product [C:8]([C:5]1[CH:4]=[C:3]([CH2:1][CH3:2])[C:7](=[C:25]([C:33]2[CH:38]=[CH:37][CH:36]=[CH:35][CH:34]=2)[C:26]2[CH:31]=[CH:30][CH:29]=[CH:28][CH:27]=2)[CH:6]=1)([CH3:11])([CH3:10])[CH3:9], predict the reactants needed to synthesize it. The reactants are: [CH2:1]([C:3]1[CH2:7][CH:6]=[C:5]([C:8]([CH3:11])([CH3:10])[CH3:9])[CH:4]=1)[CH3:2].C([Li])CCC.CN1CCN(C)C1=O.[C:25]([C:33]1[CH:38]=[CH:37][CH:36]=[CH:35][CH:34]=1)(=O)[C:26]1[CH:31]=[CH:30][CH:29]=[CH:28][CH:27]=1.Cl.